Dataset: Forward reaction prediction with 1.9M reactions from USPTO patents (1976-2016). Task: Predict the product of the given reaction. The product is: [Cl:1][C:2]1[CH:25]=[CH:24][C:5]([CH2:6][N:7]2[C:15]3[C:10](=[CH:11][C:12](/[CH:16]=[C:17]4/[C:18](=[O:23])[N:19]([CH2:31][CH2:30][NH:32][CH2:33][CH3:34])[C:20](=[O:22])[S:21]/4)=[CH:13][CH:14]=3)[CH:9]=[N:8]2)=[C:4]([C:26]([F:27])([F:29])[F:28])[CH:3]=1. Given the reactants [Cl:1][C:2]1[CH:25]=[CH:24][C:5]([CH2:6][N:7]2[C:15]3[C:10](=[CH:11][C:12](/[CH:16]=[C:17]4/[C:18](=[O:23])[NH:19][C:20](=[O:22])[S:21]/4)=[CH:13][CH:14]=3)[CH:9]=[N:8]2)=[C:4]([C:26]([F:29])([F:28])[F:27])[CH:3]=1.[CH2:30]([NH:32][CH2:33][CH2:34]O)[CH3:31], predict the reaction product.